This data is from Reaction yield outcomes from USPTO patents with 853,638 reactions. The task is: Predict the reaction yield, written as a fraction of the theoretical maximum amount of product (1.0 means a 100% yield; for example, 0.34 means a 34% yield). (1) The reactants are [Si:1]([O:8][C@@H:9]1[C@@H:14](C(O)=O)[CH2:13][C@H:12]2[C@@H:10]1[CH2:11]2)([C:4]([CH3:7])([CH3:6])[CH3:5])([CH3:3])[CH3:2].C([N:20]([CH2:23]C)CC)C.[CH2:25]([OH:32])[C:26]1[CH:31]=[CH:30][CH:29]=[CH:28][CH:27]=1.C1(P(N=[N+]=[N-])(C2C=CC=CC=2)=[O:40])C=CC=CC=1. The catalyst is C1(C)C=CC=CC=1.C(OCC)(=O)C. The product is [Si:1]([O:8][C@@H:9]1[C@@H:14]([NH:20][C:23](=[O:40])[O:32][CH2:25][C:26]2[CH:31]=[CH:30][CH:29]=[CH:28][CH:27]=2)[CH2:13][C@H:12]2[C@@H:10]1[CH2:11]2)([C:4]([CH3:5])([CH3:6])[CH3:7])([CH3:2])[CH3:3]. The yield is 0.540. (2) The reactants are Br[C:2]1[CH:3]=[CH:4][C:5]([Cl:8])=[N:6][CH:7]=1.[O:9]=[C:10]1[C@@H:17]2[C@@H:13]([CH2:14][N:15]([C:18]([O:20][C:21]([CH3:24])([CH3:23])[CH3:22])=[O:19])[CH2:16]2)[CH2:12][CH2:11]1. No catalyst specified. The yield is 0.510. The product is [C:21]([O:20][C:18]([N:15]1[CH2:16][C@@H:17]2[C:10]([OH:9])([C:2]3[CH:7]=[N:6][C:5]([Cl:8])=[CH:4][CH:3]=3)[CH2:11][CH2:12][C@@H:13]2[CH2:14]1)=[O:19])([CH3:24])([CH3:22])[CH3:23]. (3) The reactants are Br[C:2]1[CH:3]=[C:4]([CH:9]=[CH:10][C:11]=1[O:12][CH:13]1[CH2:18][CH2:17][CH2:16][CH2:15][O:14]1)[C:5]([O:7][CH3:8])=[O:6].CO[C:21]1C=CC=[C:25](OC)[C:26]=1[C:27]1C=CC=CC=1P(C1CCCCC1)C1CCCCC1.P([O-])([O-])([O-])=O.[K+].[K+].[K+].CN(C=O)C.O. The catalyst is C([O-])(=O)C.[Pd+2].C([O-])(=O)C. The product is [CH3:25][C:26]([CH3:27])=[CH:21][C:2]1[CH:3]=[C:4]([CH:9]=[CH:10][C:11]=1[O:12][CH:13]1[CH2:18][CH2:17][CH2:16][CH2:15][O:14]1)[C:5]([O:7][CH3:8])=[O:6]. The yield is 1.00. (4) The reactants are OC([C:4]([F:7])([F:6])[F:5])=O.[CH3:8][O:9][C:10]([NH:12][C@@H:13]([CH:49]([CH3:51])[CH3:50])[C:14]([N:16]1[CH2:20][C@@H:19]([CH3:21])[CH2:18][C@H:17]1[C:22]1[NH:23][C:24]2[CH:34]=[CH:33][C:32]3[C:27](=[CH:28][CH:29]=[C:30]([C:35]4[CH:43]=[CH:42][C:38]([C:39](O)=[O:40])=[CH:37][C:36]=4[O:44]C(F)(F)F)[CH:31]=3)[C:25]=2[N:26]=1)=[O:15])=[O:11].CN(C(ON1N=NC2C=CC=NC1=2)=[N+](C)C)C.F[P-](F)(F)(F)(F)F.[C:76]([O:80][C:81]([N:83]1[CH2:88][CH2:87][N:86]([C:89]2[CH:94]=[CH:93][C:92]([NH2:95])=[CH:91][N:90]=2)[C@H:85]([CH3:96])[CH2:84]1)=[O:82])([CH3:79])([CH3:78])[CH3:77].CCN(C(C)C)C(C)C. The catalyst is CC(N(C)C)=O. The product is [C:76]([O:80][C:81]([N:83]1[CH2:88][CH2:87][N:86]([C:89]2[CH:94]=[CH:93][C:92]([NH:95][C:39](=[O:40])[C:38]3[CH:42]=[CH:43][C:35]([C:30]4[CH:31]=[C:32]5[C:27](=[CH:28][CH:29]=4)[C:25]4[N:26]=[C:22]([C@@H:17]6[CH2:18][C@H:19]([CH3:21])[CH2:20][N:16]6[C:14](=[O:15])[C@@H:13]([NH:12][C:10]([O:9][CH3:8])=[O:11])[CH:49]([CH3:50])[CH3:51])[NH:23][C:24]=4[CH:34]=[CH:33]5)=[C:36]([O:44][C:4]([F:5])([F:6])[F:7])[CH:37]=3)=[CH:91][N:90]=2)[C@H:85]([CH3:96])[CH2:84]1)=[O:82])([CH3:79])([CH3:77])[CH3:78]. The yield is 0.950.